From a dataset of Reaction yield outcomes from USPTO patents with 853,638 reactions. Predict the reaction yield, written as a fraction of the theoretical maximum amount of product (1.0 means a 100% yield; for example, 0.34 means a 34% yield). (1) The reactants are CCN=C=NCCCN(C)C.[NH2:12][C:13]1[S:17][C:16]2[CH2:18][CH2:19][CH2:20][C:15]=2[C:14]=1[C:21]#[N:22].[C:23]1([CH:29]([CH2:33][C:34]2[CH:39]=[CH:38][CH:37]=[CH:36]C=2)[C:30]([OH:32])=O)[CH:28]=[CH:27][CH:26]=[CH:25][CH:24]=1. No catalyst specified. The product is [C:21]([C:14]1[C:15]2[CH2:20][CH2:19][CH2:18][C:16]=2[S:17][C:13]=1[NH:12][C:30](=[O:32])[CH:29]([C:23]1[CH:24]=[CH:25][CH:26]=[CH:27][CH:28]=1)[C:33]1[CH:34]=[CH:39][CH:38]=[CH:37][CH:36]=1)#[N:22]. The yield is 0.230. (2) The reactants are [N:1]1[CH:6]=[CH:5][CH:4]=[CH:3][C:2]=1[NH:7][N:8]=[C:9]1[CH2:13][CH2:12][CH2:11][CH:10]1[C:14]#[N:15].CCO.Cl. No catalyst specified. The product is [N:1]1[CH:6]=[CH:5][CH:4]=[CH:3][C:2]=1[N:7]1[C:14]([NH2:15])=[C:10]2[CH2:11][CH2:12][CH2:13][C:9]2=[N:8]1. The yield is 0.816. (3) The reactants are O.[OH-].[Li+].CC[C@@H]1[C@@H]2C[C@H]([C@@H]([O:27][C:28]3[C:37]4[C:37](=CC=CC=4)[C:28]([O:27][C@@H](C4C=CN=C5C=4C=C(OC)C=C5)[C@@H]4N5C[C@H](CC)[C@@H](CC5)C4)=[N:29][N:29]=3)C3C=CN=C4C=3C=C(OC)C=C4)N(CC2)C1.[Br:62][C:63]1[CH:64]=[C:65](/[CH:69]=[CH:70]/[C:71]([O:73][CH:74]([CH3:76])[CH3:75])=[O:72])[CH:66]=[CH:67][CH:68]=1.BrNC(=[O:81])C.S([O-])([O-])=O.[Na+].[Na+]. The catalyst is O.[Os]=O.[K].C(OCC)(=O)C.CC(O)(C)C. The product is [C:28]([NH:29][C@H:69]([C:65]1[CH:66]=[CH:67][CH:68]=[C:63]([Br:62])[CH:64]=1)[C@H:70]([OH:81])[C:71]([O:73][CH:74]([CH3:76])[CH3:75])=[O:72])(=[O:27])[CH3:37]. The yield is 0.133. (4) The product is [Cl:1][C:2]1[C:11]2[C:6](=[CH:7][C:8]([O:13][CH3:14])=[C:9]([F:12])[CH:10]=2)[CH:5]=[C:4]([O:15][CH3:16])[N:3]=1. The catalyst is CN(C=O)C.O. The reactants are [Cl:1][C:2]1[C:11]2[C:6](=[CH:7][C:8]([O:13][CH3:14])=[C:9]([F:12])[CH:10]=2)[CH:5]=[C:4]([OH:15])[N:3]=1.[C:16]([O-])([O-])=O.[K+].[K+].IC. The yield is 0.680. (5) The reactants are C(N(CC)CC)C.[F:8][C:9]1[CH:10]=[CH:11][CH:12]=[C:13]2[C:17]=1[N:16](C(OC(C)(C)C)=O)[CH:15]=[C:14]2[CH:25]=[O:26].[CH:27](=[N:34][C:35]1[CH:40]=[CH:39][CH:38]=[C:37]([O:41][CH3:42])[CH:36]=1)[C:28]1[CH:33]=[CH:32][CH:31]=[CH:30][CH:29]=1. The catalyst is [Cl-].C([N+]1C(C)=C(CCO)SC=1)C1C=CC=CC=1.C(O)C. The product is [F:8][C:9]1[CH:10]=[CH:11][CH:12]=[C:13]2[C:17]=1[NH:16][CH:15]=[C:14]2[C:25](=[O:26])[CH:27]([NH:34][C:35]1[CH:40]=[CH:39][CH:38]=[C:37]([O:41][CH3:42])[CH:36]=1)[C:28]1[CH:29]=[CH:30][CH:31]=[CH:32][CH:33]=1. The yield is 0.110.